From a dataset of Forward reaction prediction with 1.9M reactions from USPTO patents (1976-2016). Predict the product of the given reaction. Given the reactants [F:1][C:2]([F:18])([F:17])[C:3]1[CH:4]=[CH:5][C:6]([O:9][C:10]2[CH:15]=[CH:14][C:13]([OH:16])=[CH:12][CH:11]=2)=[N:7][CH:8]=1.[I-].C[N+]1C=CN([C:26]([N:28]2[C:37]3[C:32](=[CH:33][CH:34]=[C:35]([C:38]([F:41])([F:40])[F:39])[CH:36]=3)[CH2:31][CH2:30][CH2:29]2)=[O:27])C=1, predict the reaction product. The product is: [F:18][C:2]([F:1])([F:17])[C:3]1[CH:4]=[CH:5][C:6]([O:9][C:10]2[CH:11]=[CH:12][C:13]([O:16][C:26]([N:28]3[C:37]4[C:32](=[CH:33][CH:34]=[C:35]([C:38]([F:40])([F:39])[F:41])[CH:36]=4)[CH2:31][CH2:30][CH2:29]3)=[O:27])=[CH:14][CH:15]=2)=[N:7][CH:8]=1.